Task: Predict the reaction yield, written as a fraction of the theoretical maximum amount of product (1.0 means a 100% yield; for example, 0.34 means a 34% yield).. Dataset: Reaction yield outcomes from USPTO patents with 853,638 reactions The reactants are [F:1][C:2]1[CH:21]=[CH:20][CH:19]=[CH:18][C:3]=1[CH2:4][N:5]1[C:9]([C:10]2[CH:14]=[CH:13][O:12][N:11]=2)=[CH:8][C:7]([C:15](=[NH:17])[NH2:16])=[N:6]1.[C:22](#[N:26])[CH2:23][C:24]#[N:25]. The catalyst is C(O)C. The product is [F:1][C:2]1[CH:21]=[CH:20][CH:19]=[CH:18][C:3]=1[CH2:4][N:5]1[C:9]([C:10]2[CH:14]=[CH:13][O:12][N:11]=2)=[CH:8][C:7]([C:15]2[N:16]=[C:24]([NH2:25])[CH:23]=[C:22]([NH2:26])[N:17]=2)=[N:6]1. The yield is 0.320.